Dataset: Catalyst prediction with 721,799 reactions and 888 catalyst types from USPTO. Task: Predict which catalyst facilitates the given reaction. (1) The catalyst class is: 7. Product: [S:6]1[C:10]([C:11]2[N:12]3[CH2:18][CH2:17][N:16]=[C:13]3[S:14][C:15]=2[S:24][CH3:23])=[CH:9][C:8]2[CH:19]=[CH:20][CH:21]=[CH:22][C:7]1=2. Reactant: C([Li])CCC.[S:6]1[C:10]([C:11]2[N:12]3[CH2:18][CH2:17][N:16]=[C:13]3[S:14][CH:15]=2)=[CH:9][C:8]2[CH:19]=[CH:20][CH:21]=[CH:22][C:7]1=2.[CH3:23][S:24]SC.[Cl-].[NH4+]. (2) Reactant: [NH2:1][C:2]1[N:10]=[C:9]2[C:5]([N:6]=[CH:7][N:8]2[C@@H:11]2[O:17][C@H:16]([CH2:18][OH:19])[C@@H:14]([OH:15])[C@H:12]2[OH:13])=[C:4]([NH2:20])[N:3]=1.[H-].[Na+].I[CH2:24][CH2:25][CH2:26][CH2:27][CH2:28][CH2:29][CH2:30][CH2:31][CH2:32][CH2:33][CH2:34][CH2:35][CH2:36][CH2:37][CH2:38][CH2:39][CH2:40][CH3:41]. Product: [NH2:1][C:2]1[N:10]=[C:9]2[C:5]([N:6]=[CH:7][N:8]2[C@@H:11]2[O:17][C@H:16]([CH2:18][OH:19])[C@@H:14]([OH:15])[C@H:12]2[O:13][CH2:41][CH2:40][CH2:39][CH2:38][CH2:37][CH2:36][CH2:35][CH2:34][CH2:33][CH2:32][CH2:31][CH2:30][CH2:29][CH2:28][CH2:27][CH2:26][CH2:25][CH3:24])=[C:4]([NH2:20])[N:3]=1. The catalyst class is: 3. (3) Reactant: [F:1][CH:2]([F:37])[CH2:3][C:4]1[CH:9]=[CH:8][C:7]([CH:10]2[CH2:15][CH:14]([C:16]3[O:20][N:19]=[C:18]([CH2:21][CH2:22][O:23][CH3:24])[N:17]=3)[CH2:13][N:12]([C:25](OC3C=CC([N+]([O-])=O)=CC=3)=[O:26])[CH2:11]2)=[CH:6][CH:5]=1.[NH:38]1[CH2:43][CH2:42][S:41][CH2:40][CH2:39]1.C(N(CC)C(C)C)(C)C. Product: [F:1][CH:2]([F:37])[CH2:3][C:4]1[CH:9]=[CH:8][C:7]([CH:10]2[CH2:15][CH:14]([C:16]3[O:20][N:19]=[C:18]([CH2:21][CH2:22][O:23][CH3:24])[N:17]=3)[CH2:13][N:12]([C:25]([N:38]3[CH2:43][CH2:42][S:41][CH2:40][CH2:39]3)=[O:26])[CH2:11]2)=[CH:6][CH:5]=1. The catalyst class is: 60. (4) Reactant: [CH3:1][CH:2]([CH2:4][CH2:5][CH2:6][C@H:7]([C@@H:9]1[C@:26]2([CH3:27])[C@H:12]([C@H:13]3[C@H:23]([CH2:24][CH2:25]2)[C@:21]2([CH3:22])[C:16]([CH2:17][C@@H:18]([N:28](S(C4C=CC=CC=4[N+]([O-])=O)(=O)=O)[CH2:29][CH2:30][CH2:31][NH:32][C:33](=[O:57])[CH2:34][CH2:35][NH:36][C:37](=[O:56])[CH2:38][CH2:39][CH2:40][CH2:41][CH2:42][NH:43][C:44]4[C:49]5=[N:50][O:51][N:52]=[C:48]5[C:47]([N+:53]([O-:55])=[O:54])=[CH:46][CH:45]=4)[CH2:19][CH2:20]2)=[CH:15][CH2:14]3)[CH2:11][CH2:10]1)[CH3:8])[CH3:3].C([O-])([O-])=O.[K+].[K+].C1(S)C=CC=CC=1. Product: [CH3:3][CH:2]([CH2:4][CH2:5][CH2:6][C@H:7]([C@@H:9]1[C@:26]2([CH3:27])[C@H:12]([C@H:13]3[C@H:23]([CH2:24][CH2:25]2)[C@:21]2([CH3:22])[C:16]([CH2:17][C@@H:18]([NH:28][CH2:29][CH2:30][CH2:31][NH:32][C:33](=[O:57])[CH2:34][CH2:35][NH:36][C:37](=[O:56])[CH2:38][CH2:39][CH2:40][CH2:41][CH2:42][NH:43][C:44]4[C:49]5=[N:50][O:51][N:52]=[C:48]5[C:47]([N+:53]([O-:55])=[O:54])=[CH:46][CH:45]=4)[CH2:19][CH2:20]2)=[CH:15][CH2:14]3)[CH2:11][CH2:10]1)[CH3:8])[CH3:1]. The catalyst class is: 348.